From a dataset of Reaction yield outcomes from USPTO patents with 853,638 reactions. Predict the reaction yield, written as a fraction of the theoretical maximum amount of product (1.0 means a 100% yield; for example, 0.34 means a 34% yield). (1) The reactants are [CH3:1][O:2][C:3]1[CH:4]=[C:5]([CH2:11][CH2:12][CH:13]([C:15]2[CH:20]=[CH:19][CH:18]=[C:17]([O:21][CH2:22][CH2:23][N:24]3[CH2:29][CH2:28][O:27][CH2:26][CH2:25]3)[CH:16]=2)[OH:14])[CH:6]=[CH:7][C:8]=1[O:9][CH3:10].[CH:30]1[C:42]2[CH:41]([CH2:43][O:44][C:45]([N:47]3[CH2:52][CH2:51][CH2:50][CH2:49][C@H:48]3[C:53](O)=[O:54])=[O:46])[C:40]3[C:35](=[CH:36][CH:37]=[CH:38][CH:39]=3)[C:34]=2[CH:33]=[CH:32][CH:31]=1.C1CCC(N=C=NC2CCCCC2)CC1. The catalyst is CN(C1C=CN=CC=1)C.C(Cl)Cl. The product is [N:47]1([C:45]([O:44][CH2:43][CH:41]2[C:42]3[CH:30]=[CH:31][CH:32]=[CH:33][C:34]=3[C:35]3[C:40]2=[CH:39][CH:38]=[CH:37][CH:36]=3)=[O:46])[CH2:52][CH2:51][CH2:50][CH2:49][C@H:48]1[C:53]([O:14][C@@H:13]([C:15]1[CH:20]=[CH:19][CH:18]=[C:17]([O:21][CH2:22][CH2:23][N:24]2[CH2:29][CH2:28][O:27][CH2:26][CH2:25]2)[CH:16]=1)[CH2:12][CH2:11][C:5]1[CH:6]=[CH:7][C:8]([O:9][CH3:10])=[C:3]([O:2][CH3:1])[CH:4]=1)=[O:54]. The yield is 0.890. (2) The reactants are [O:1]=[C:2]1[C@@H:7]2[CH2:8][C@@H:4]([CH:5]=[CH:6]2)[N:3]1[C:9]([O:11][C:12]([CH3:15])([CH3:14])[CH3:13])=[O:10].[BH4-].[Na+].Cl. The catalyst is O1CCCC1.O. The product is [OH:1][CH2:2][C@@H:7]1[CH2:8][C@H:4]([NH:3][C:9](=[O:10])[O:11][C:12]([CH3:14])([CH3:13])[CH3:15])[CH:5]=[CH:6]1. The yield is 0.900. (3) The reactants are [Cl:1][C:2]1[C:3]([OH:9])=[CH:4]C(=O)NC=1.[H-].[Na+].I[CH3:13].[CH3:14][N:15]([CH3:18])[CH:16]=[O:17]. No catalyst specified. The product is [Cl:1][C:2]1[C:3]([O:9][CH3:13])=[CH:4][C:16](=[O:17])[N:15]([CH3:18])[CH:14]=1. The yield is 0.0660. (4) The reactants are C1CCC(N=C=NC2CCCCC2)CC1.[CH:16]1[CH:17]=[CH:18][C:19]([NH:26][C:27]2[C:28]([Cl:34])=[CH:29][CH:30]=[CH:31][C:32]=2[Cl:33])=[C:20]([CH2:22][C:23]([OH:25])=[O:24])[CH:21]=1.O[C:36]1[CH:56]=[CH:55][C:39]([C:40]([O:42][CH:43]2[CH2:48][O:47][CH:46]([C:49]3[CH:54]=[CH:53][CH:52]=[CH:51][CH:50]=3)[O:45][CH2:44]2)=[O:41])=[CH:38][CH:37]=1. The catalyst is CN(C1C=CN=CC=1)C.C(Cl)Cl. The product is [Cl:34][C:28]1[CH:29]=[CH:30][CH:31]=[C:32]([Cl:33])[C:27]=1[NH:26][C:19]1[CH:18]=[CH:17][CH:16]=[CH:21][C:20]=1[CH2:22][C:23]([O:25][C:36]1[CH:56]=[CH:55][C:39]([C:40]([O:42][CH:43]2[CH2:48][O:47][CH:46]([C:49]3[CH:54]=[CH:53][CH:52]=[CH:51][CH:50]=3)[O:45][CH2:44]2)=[O:41])=[CH:38][CH:37]=1)=[O:24]. The yield is 0.620. (5) The reactants are CO[C:3](=[O:13])[CH2:4][CH2:5][O:6][N:7]=[C:8]([O:10][CH2:11][CH3:12])[CH3:9].[CH3:14][NH2:15].[CH3:16]O. No catalyst specified. The product is [CH2:11]([O:10][C:8](=[N:7][O:6][CH2:5][CH2:4][C:3](=[O:13])[NH:15][CH2:14][CH3:16])[CH3:9])[CH3:12]. The yield is 0.570.